From a dataset of Full USPTO retrosynthesis dataset with 1.9M reactions from patents (1976-2016). Predict the reactants needed to synthesize the given product. (1) Given the product [CH:15]1([C:4]2[C:3]([C:18]3[CH:23]=[CH:22][C:21]([F:24])=[CH:20][CH:19]=3)=[C:2]([CH3:26])[C:7]([O:8][CH2:9][CH3:10])=[C:6]([C:11]([O:13][CH3:14])=[O:12])[CH:5]=2)[CH2:17][CH2:16]1, predict the reactants needed to synthesize it. The reactants are: Br[C:2]1[C:7]([O:8][CH2:9][CH3:10])=[C:6]([C:11]([O:13][CH3:14])=[O:12])[CH:5]=[C:4]([CH:15]2[CH2:17][CH2:16]2)[C:3]=1[C:18]1[CH:23]=[CH:22][C:21]([F:24])=[CH:20][CH:19]=1.Cl[CH2:26][Zn].C1COCC1.C(OCC)(=O)C. (2) Given the product [F:1][C:2]1[CH:19]=[CH:18][CH:17]=[CH:16][C:3]=1[CH2:4][O:5][C:6]1[CH:15]=[CH:14][C:9]([C:10]([OH:12])=[O:11])=[CH:8][CH:7]=1, predict the reactants needed to synthesize it. The reactants are: [F:1][C:2]1[CH:19]=[CH:18][CH:17]=[CH:16][C:3]=1[CH2:4][O:5][C:6]1[CH:15]=[CH:14][C:9]([C:10]([O:12]C)=[O:11])=[CH:8][CH:7]=1.[OH-].[K+].Cl.